From a dataset of Forward reaction prediction with 1.9M reactions from USPTO patents (1976-2016). Predict the product of the given reaction. Given the reactants [N:1]1[CH:6]=[CH:5][CH:4]=[CH:3][C:2]=1[CH2:7][C:8]1[C:9]([NH2:14])=[N:10][CH:11]=[CH:12][CH:13]=1.[Br:15]N1C(=O)CCC1=O, predict the reaction product. The product is: [Br:15][C:12]1[CH:13]=[C:8]([CH2:7][C:2]2[CH:3]=[CH:4][CH:5]=[CH:6][N:1]=2)[C:9]([NH2:14])=[N:10][CH:11]=1.